From a dataset of Full USPTO retrosynthesis dataset with 1.9M reactions from patents (1976-2016). Predict the reactants needed to synthesize the given product. (1) Given the product [CH3:22][C:21]1[C:16]([N:13]2[CH2:14][CH2:15][N:10]([C:8]([C:5]3[CH:6]=[CH:7][C:2]([N:26]([CH3:25])[S:27]([CH3:30])(=[O:29])=[O:28])=[CH:3][C:4]=3[F:24])=[O:9])[CH2:11][CH2:12]2)=[N:17][CH:18]=[C:19]([CH3:23])[CH:20]=1, predict the reactants needed to synthesize it. The reactants are: Br[C:2]1[CH:7]=[CH:6][C:5]([C:8]([N:10]2[CH2:15][CH2:14][N:13]([C:16]3[C:21]([CH3:22])=[CH:20][C:19]([CH3:23])=[CH:18][N:17]=3)[CH2:12][CH2:11]2)=[O:9])=[C:4]([F:24])[CH:3]=1.[CH3:25][NH:26][S:27]([CH3:30])(=[O:29])=[O:28]. (2) Given the product [CH2:22]([O:24][C:25]([C:27]1[CH:28]=[CH:29][C:30]([C:37]2[CH:38]=[C:39]([O:45][CH3:46])[CH:40]=[C:41]([O:43][CH3:44])[C:42]=2[F:21])=[C:31]2[C:36]=1[N:35]=[CH:34][CH:33]=[CH:32]2)=[O:26])[CH3:23], predict the reactants needed to synthesize it. The reactants are: [B-](F)(F)(F)F.[B-](F)(F)(F)F.C1[N+]2(CCl)CC[N+]([F:21])(CC2)C1.[CH2:22]([O:24][C:25]([C:27]1[CH:28]=[CH:29][C:30]([C:37]2[CH:42]=[C:41]([O:43][CH3:44])[CH:40]=[C:39]([O:45][CH3:46])[CH:38]=2)=[C:31]2[C:36]=1[N:35]=[CH:34][CH:33]=[CH:32]2)=[O:26])[CH3:23]. (3) Given the product [C:2]1([CH:27]([C:26]2[CH:25]=[CH:24][CH:23]=[CH:32][CH:31]=2)[OH:29])[CH:7]=[CH:6][CH:5]=[CH:4][CH:3]=1, predict the reactants needed to synthesize it. The reactants are: Br[C:2]1[CH:7]=[CH:6][CH:5]=[CH:4][C:3]=1CCO.CCCCC.C([Li])(C)(C)C.C([C:23]1[CH:32]=[CH:31][C:26]([C:27]([O:29]C)=O)=[CH:25][C:24]=1O)=O.[Cl-].[NH4+]. (4) The reactants are: CCN(C(C)C)C(C)C.[C:10]1([C:24]2[CH:29]=[CH:28][CH:27]=[CH:26][CH:25]=2)[CH:15]=[CH:14][C:13]([C:16]([N:18]([CH2:20][C:21]([OH:23])=O)[CH3:19])=[O:17])=[CH:12][CH:11]=1.C1C=CC2N(O)N=NC=2C=1.CCN=C=NCCCN(C)C.Cl.[N:52]1([C:58]([C:60]2[CH:65]=[CH:64][CH:63]=[CH:62][C:61]=2[C:66]([F:69])([F:68])[F:67])=[O:59])[CH2:57][CH2:56][NH:55][CH2:54][CH2:53]1. Given the product [CH3:19][N:18]([CH2:20][C:21](=[O:23])[N:55]1[CH2:56][CH2:57][N:52]([C:58](=[O:59])[C:60]2[CH:65]=[CH:64][CH:63]=[CH:62][C:61]=2[C:66]([F:69])([F:67])[F:68])[CH2:53][CH2:54]1)[C:16]([C:13]1[CH:12]=[CH:11][C:10]([C:24]2[CH:29]=[CH:28][CH:27]=[CH:26][CH:25]=2)=[CH:15][CH:14]=1)=[O:17], predict the reactants needed to synthesize it. (5) Given the product [CH:1]1([C:4]2[N:9]=[C:8]([C:10]3[C:18]4[C:13](=[CH:14][CH:15]=[C:16]([C:19]([OH:21])=[O:20])[CH:17]=4)[NH:12][CH:11]=3)[CH:7]=[N:6][CH:5]=2)[CH2:2][CH2:3]1, predict the reactants needed to synthesize it. The reactants are: [CH:1]1([C:4]2[N:9]=[C:8]([C:10]3[C:18]4[C:13](=[CH:14][CH:15]=[C:16]([C:19]([O:21]C)=[O:20])[CH:17]=4)[N:12](S(C4C=CC(C)=CC=4)(=O)=O)[CH:11]=3)[CH:7]=[N:6][CH:5]=2)[CH2:3][CH2:2]1.[OH-].[K+]. (6) Given the product [CH3:15][O:16][C:17]([C:19]1([C:25]2[CH:26]=[C:27]([F:32])[CH:28]=[C:29]([O:31][CH2:13][C:6]3[CH:5]=[C:4]4[C:9]([C:10]([Br:12])=[CH:11][C:2]([Br:1])=[N:3]4)=[CH:8][CH:7]=3)[CH:30]=2)[CH2:24][CH2:23][O:22][CH2:21][CH2:20]1)=[O:18], predict the reactants needed to synthesize it. The reactants are: [Br:1][C:2]1[CH:11]=[C:10]([Br:12])[C:9]2[C:4](=[CH:5][C:6]([CH2:13]Br)=[CH:7][CH:8]=2)[N:3]=1.[CH3:15][O:16][C:17]([C:19]1([C:25]2[CH:30]=[C:29]([OH:31])[CH:28]=[C:27]([F:32])[CH:26]=2)[CH2:24][CH2:23][O:22][CH2:21][CH2:20]1)=[O:18].C(=O)([O-])[O-].[Cs+].[Cs+]. (7) Given the product [C:1]([O:5][C:6]([N:8]1[CH2:13][CH2:12][C:11]2[S:14][C:15]([CH2:17][N:37]3[CH2:36][CH2:35][N:34]([S:31]([C:26]4[CH:25]=[CH:24][C:23]5[C:28](=[CH:29][CH:30]=[C:21]([Cl:20])[CH:22]=5)[CH:27]=4)(=[O:33])=[O:32])[CH2:39][CH2:38]3)=[CH:16][C:10]=2[CH2:9]1)=[O:7])([CH3:4])([CH3:3])[CH3:2], predict the reactants needed to synthesize it. The reactants are: [C:1]([O:5][C:6]([N:8]1[CH2:13][CH2:12][C:11]2[S:14][C:15]([CH:17]=O)=[CH:16][C:10]=2[CH2:9]1)=[O:7])([CH3:4])([CH3:3])[CH3:2].Cl.[Cl:20][C:21]1[CH:22]=[C:23]2[C:28](=[CH:29][CH:30]=1)[CH:27]=[C:26]([S:31]([N:34]1[CH2:39][CH2:38][NH:37][CH2:36][CH2:35]1)(=[O:33])=[O:32])[CH:25]=[CH:24]2.